From a dataset of CYP1A2 inhibition data for predicting drug metabolism from PubChem BioAssay. Regression/Classification. Given a drug SMILES string, predict its absorption, distribution, metabolism, or excretion properties. Task type varies by dataset: regression for continuous measurements (e.g., permeability, clearance, half-life) or binary classification for categorical outcomes (e.g., BBB penetration, CYP inhibition). Dataset: cyp1a2_veith. (1) The drug is Cc1ccc(-c2noc(CN3CCN(C(c4ccccc4)c4ccccc4)CC3)n2)cc1. The result is 0 (non-inhibitor). (2) The compound is Cc1cc(N)c2ccccc2[n+]1CCCCCCCCCCCCCC[n+]1c(C)cc(N)c2ccccc21. The result is 0 (non-inhibitor). (3) The drug is O=C(OCCNC(=O)c1ccc2ccccc2n1)c1ccc(F)cc1. The result is 1 (inhibitor). (4) The drug is CCOC(=O)N1CCC(=C2c3ccc(Cl)cc3CCc3cccnc32)CC1. The result is 0 (non-inhibitor).